Dataset: Rat liver microsome stability data. Task: Regression/Classification. Given a drug SMILES string, predict its absorption, distribution, metabolism, or excretion properties. Task type varies by dataset: regression for continuous measurements (e.g., permeability, clearance, half-life) or binary classification for categorical outcomes (e.g., BBB penetration, CYP inhibition). Dataset: rlm. The compound is N[C@@H](Cc1cc(Br)c(O)c(Br)c1)C(=O)O. The result is 0 (unstable in rat liver microsomes).